Dataset: hERG Central: cardiac toxicity at 1µM, 10µM, and general inhibition. Task: Predict hERG channel inhibition at various concentrations. The compound is O=c1cc(CN2CCN(S(=O)(=O)/C=C/c3ccccc3)CC2)c2ccc(O)cc2o1. Results: hERG_inhib (hERG inhibition (general)): blocker.